This data is from Forward reaction prediction with 1.9M reactions from USPTO patents (1976-2016). The task is: Predict the product of the given reaction. (1) Given the reactants Cl[CH2:2][C:3]1[C:4]([CH3:13])=[C:5]([C:8]([CH3:12])=[CH:9][C:10]=1[CH3:11])[CH:6]=[O:7].[NH:14]1[CH:18]=[CH:17][N:16]=[CH:15]1.[CH3:19]N(C=O)C, predict the reaction product. The product is: [CH3:13][C:4]1[C:3]([CH2:2][N:14]2[CH:18]=[CH:17][N:16]=[C:15]2[CH3:19])=[C:10]([CH3:11])[CH:9]=[C:8]([CH3:12])[C:5]=1[CH:6]=[O:7]. (2) Given the reactants [CH3:1][S:2]([O-:4])=[O:3].[Na+].[C:6]1([S:12]([NH:15][C:16]2[CH:17]=[C:18]([C:23]3[S:27][C:26]([NH:28][C:29](=[O:31])[CH3:30])=[N:25][C:24]=3[CH2:32]Br)[CH:19]=[N:20][C:21]=2[Cl:22])(=[O:14])=[O:13])[CH:11]=[CH:10][CH:9]=[CH:8][CH:7]=1, predict the reaction product. The product is: [C:6]1([S:12]([NH:15][C:16]2[CH:17]=[C:18]([C:23]3[S:27][C:26]([NH:28][C:29](=[O:31])[CH3:30])=[N:25][C:24]=3[CH2:32][S:2]([CH3:1])(=[O:4])=[O:3])[CH:19]=[N:20][C:21]=2[Cl:22])(=[O:14])=[O:13])[CH:11]=[CH:10][CH:9]=[CH:8][CH:7]=1. (3) Given the reactants [CH:1]([C:4]1[S:5][CH:6]=[C:7]([CH2:9][N:10]2[C:14](=[O:15])[CH2:13][N:12]([C@@H:16]([C@@H:24]([CH3:27])[CH2:25][CH3:26])[C:17]([O:19]C(C)(C)C)=[O:18])[C:11]2=[O:28])[N:8]=1)([CH3:3])[CH3:2].FC(F)(F)C(O)=O, predict the reaction product. The product is: [CH:1]([C:4]1[S:5][CH:6]=[C:7]([CH2:9][N:10]2[C:14](=[O:15])[CH2:13][N:12]([C@@H:16]([C@@H:24]([CH3:27])[CH2:25][CH3:26])[C:17]([OH:19])=[O:18])[C:11]2=[O:28])[N:8]=1)([CH3:3])[CH3:2]. (4) The product is: [OH:1][C:2]1[CH:3]=[C:4]([CH:8]=[CH:9][C:10]=1[CH2:11][C:12]1[CH:17]=[CH:16][C:15]([O:18][CH3:19])=[CH:14][CH:13]=1)[C:5]#[N:7]. Given the reactants [OH:1][C:2]1[CH:3]=[C:4]([CH:8]=[CH:9][C:10]=1[CH2:11][C:12]1[CH:17]=[CH:16][C:15]([O:18][CH3:19])=[CH:14][CH:13]=1)[C:5]([NH2:7])=O.C(N(CC)CC)C.FC(F)(F)S(OS(C(F)(F)F)(=O)=O)(=O)=O.O, predict the reaction product. (5) The product is: [NH2:22][C:23]1[C:31]([C:8]2[CH:9]=[C:10]3[C:5](=[CH:6][CH:7]=2)[N:4]=[C:3]([NH:2][CH3:1])[N:12]=[CH:11]3)=[C:30]([CH3:33])[CH:29]=[CH:28][C:24]=1[C:25]([OH:27])=[O:26]. Given the reactants [CH3:1][NH:2][C:3]1[N:12]=[CH:11][C:10]2[C:5](=[CH:6][CH:7]=[C:8](B3OC(C)(C)C(C)(C)O3)[CH:9]=2)[N:4]=1.[NH2:22][C:23]1[C:31](I)=[C:30]([CH3:33])[CH:29]=[CH:28][C:24]=1[C:25]([OH:27])=[O:26].O.C(=O)([O-])[O-].[Na+].[Na+].C(O)(C(F)(F)F)=O, predict the reaction product. (6) Given the reactants [F:1][C:2]1[CH:7]=[CH:6][C:5]([NH:8][C:9]2[CH:14]=[CH:13][N:12]=[C:11]([NH:15][C:16]3[CH:21]=[CH:20][C:19]([S:22]([N:25]([CH3:32])[CH:26]4[CH2:31][CH2:30][NH:29][CH2:28][CH2:27]4)(=[O:24])=[O:23])=[CH:18][CH:17]=3)[N:10]=2)=[CH:4][CH:3]=1.[CH3:33][CH:34]([CH3:38])[CH2:35][CH:36]=O, predict the reaction product. The product is: [F:1][C:2]1[CH:7]=[CH:6][C:5]([NH:8][C:9]2[CH:14]=[CH:13][N:12]=[C:11]([NH:15][C:16]3[CH:17]=[CH:18][C:19]([S:22]([N:25]([CH3:32])[CH:26]4[CH2:31][CH2:30][N:29]([CH2:36][CH2:35][CH:34]([CH3:38])[CH3:33])[CH2:28][CH2:27]4)(=[O:23])=[O:24])=[CH:20][CH:21]=3)[N:10]=2)=[CH:4][CH:3]=1. (7) Given the reactants [CH3:1][O:2][C:3]1[CH:4]=[C:5]2[C:10](=[CH:11][C:12]=1[O:13][CH3:14])[C:9](=[O:15])[CH2:8][CH2:7][CH2:6]2.[F:16][C:17]1[CH:18]=[N:19][CH:20]=[CH:21][C:22]=1[CH:23]=O, predict the reaction product. The product is: [F:16][C:17]1[CH:18]=[N:19][CH:20]=[CH:21][C:22]=1/[CH:23]=[C:8]1/[C:9](=[O:15])[C:10]2[C:5]([CH2:6][CH2:7]/1)=[CH:4][C:3]([O:2][CH3:1])=[C:12]([O:13][CH3:14])[CH:11]=2.